This data is from Reaction yield outcomes from USPTO patents with 853,638 reactions. The task is: Predict the reaction yield, written as a fraction of the theoretical maximum amount of product (1.0 means a 100% yield; for example, 0.34 means a 34% yield). (1) The reactants are [CH3:1][N:2]1[CH:6]=[CH:5][N:4]=[CH:3]1.C([Li])CCC.COCN[C:16](=[O:28])[CH2:17][CH2:18][CH2:19][NH:20][C:21](=[O:27])[O:22][C:23]([CH3:26])([CH3:25])[CH3:24]. The catalyst is O1CCCC1. The product is [CH3:26][C:23]([O:22][C:21](=[O:27])[NH:20][CH2:19][CH2:18][CH2:17][C:16]([C:3]1[N:2]([CH3:1])[CH:6]=[CH:5][N:4]=1)=[O:28])([CH3:24])[CH3:25]. The yield is 0.610. (2) The reactants are [Cl:1][C:2]1[CH:7]=[C:6]([N+:8]([O-:10])=[O:9])[CH:5]=[CH:4][C:3]=1[CH:11](C(OCC)=O)[C:12]([O:14]CC)=[O:13].[OH-].[Na+]. The catalyst is CO. The product is [Cl:1][C:2]1[CH:7]=[C:6]([N+:8]([O-:10])=[O:9])[CH:5]=[CH:4][C:3]=1[CH2:11][C:12]([OH:14])=[O:13]. The yield is 0.870. (3) The reactants are [CH3:1][O:2][C:3]([C:5]1[C:13]2[C:8](=[C:9]([OH:14])[N:10]=[CH:11][CH:12]=2)[NH:7][CH:6]=1)=[O:4].[H-].[Na+].[CH3:17][O:18][CH2:19][CH2:20]Br.[CH3:22][CH2:23][O:24][C:25](C)=O. The catalyst is CN(C=O)C. The product is [CH3:1][O:2][C:3]([C:5]1[C:13]2[C:8](=[C:9]([O:14][CH2:20][CH2:19][O:18][CH3:17])[N:10]=[CH:11][CH:12]=2)[N:7]([CH2:22][CH2:23][O:24][CH3:25])[CH:6]=1)=[O:4]. The yield is 0.730. (4) The reactants are [O:1]=[C:2]1[CH2:5][N:4]([C:6]([O:8][CH2:9][C:10]2[CH:15]=[CH:14][CH:13]=[CH:12][CH:11]=2)=[O:7])[CH2:3]1.[CH3:16][O:17][C:18]([O:22][Si](C)(C)C)=[C:19]([CH3:21])[CH3:20]. The catalyst is ClCCl.[Ti](Cl)(Cl)(Cl)Cl. The product is [OH:1][C:2]1([C:19]([CH3:21])([CH3:20])[C:18]([O:17][CH3:16])=[O:22])[CH2:5][N:4]([C:6]([O:8][CH2:9][C:10]2[CH:15]=[CH:14][CH:13]=[CH:12][CH:11]=2)=[O:7])[CH2:3]1. The yield is 0.800. (5) The reactants are [Cl:1][C:2]1[C:7](C(C2C=CC=CC=2)=O)=[CH:6][CH:5]=[CH:4][C:3]=1[NH:16][C:17]1[S:18]/[C:19](=[CH:23]\[C:24]2[CH:25]=[C:26]3[C:31](=[CH:32][CH:33]=2)[N:30]=[CH:29][CH:28]=[N:27]3)/[C:20](=[O:22])[N:21]=1.NC1C(Cl)=C([NH:41][C:42](=[O:49])[C:43]2[CH:48]=[CH:47][CH:46]=[CH:45][CH:44]=2)C=CC=1.CSC1S/C(=C\C2C=C3C(=CC=2)N=CC=N3)/C(=O)N=1.CO. The catalyst is C(O)(=O)CCCC.ClCCl. The product is [Cl:1][C:2]1[C:3]([NH:16][C:17]2[S:18]/[C:19](=[CH:23]\[C:24]3[CH:25]=[C:26]4[C:31](=[CH:32][CH:33]=3)[N:30]=[CH:29][CH:28]=[N:27]4)/[C:20](=[O:22])[N:21]=2)=[CH:4][CH:5]=[CH:6][C:7]=1[NH:41][C:42](=[O:49])[C:43]1[CH:48]=[CH:47][CH:46]=[CH:45][CH:44]=1. The yield is 0.0500. (6) The reactants are [NH2:1][C:2]1[C:7]2=[CH:8][C:9]([CH:11]([OH:13])[CH3:12])=[CH:10][N:6]2[N:5]=[CH:4][N:3]=1.[CH2:14]=O.O.[NH:17]1[CH2:22][CH2:21][O:20][CH2:19][CH2:18]1. The catalyst is CC(O)=O. The product is [NH2:1][C:2]1[C:7]2=[CH:8][C:9]([CH:11]([OH:13])[CH3:12])=[C:10]([CH2:14][N:17]3[CH2:22][CH2:21][O:20][CH2:19][CH2:18]3)[N:6]2[N:5]=[CH:4][N:3]=1. The yield is 0.670.